This data is from Forward reaction prediction with 1.9M reactions from USPTO patents (1976-2016). The task is: Predict the product of the given reaction. (1) Given the reactants Cl[C:2]1[C:3]([C:16]2[CH:21]=[CH:20][C:19]([F:22])=[CH:18][CH:17]=2)=[N:4][C:5]2[C:10]([N:11]=1)=[CH:9][C:8]([C:12]([O:14][CH3:15])=[O:13])=[CH:7][CH:6]=2.[CH2:23]([NH:25][CH2:26][CH3:27])[CH3:24].CCN(C(C)C)C(C)C, predict the reaction product. The product is: [CH2:23]([N:25]([CH2:26][CH3:27])[C:2]1[C:3]([C:16]2[CH:21]=[CH:20][C:19]([F:22])=[CH:18][CH:17]=2)=[N:4][C:5]2[C:10]([N:11]=1)=[CH:9][C:8]([C:12]([O:14][CH3:15])=[O:13])=[CH:7][CH:6]=2)[CH3:24]. (2) Given the reactants [Br:1][C:2]1[CH:7]=[CH:6][C:5]([CH:8](O)[CH2:9][N:10]2[C:14]3[CH:15]=[CH:16][CH:17]=[CH:18][C:13]=3[N:12]([CH3:19])[C:11]2=[NH:20])=[CH:4][CH:3]=1.S(Cl)(Cl)=O, predict the reaction product. The product is: [Br:1][C:2]1[CH:3]=[CH:4][C:5](/[CH:8]=[CH:9]/[N:10]2[C:14]3[CH:15]=[CH:16][CH:17]=[CH:18][C:13]=3[N:12]([CH3:19])[C:11]2=[NH:20])=[CH:6][CH:7]=1. (3) Given the reactants [CH3:1][N:2]1[C:6]2[CH:7]=[CH:8][CH:9]=[CH:10][C:5]=2[N:4]=[C:3]1[CH:11]1[CH2:16][CH2:15][N:14](C(OC(C)(C)C)=O)[CH2:13][CH2:12]1.C(OCC)(=O)C.C(Cl)[Cl:31], predict the reaction product. The product is: [Cl-:31].[CH3:1][N:2]1[C:6]2[CH:7]=[CH:8][CH:9]=[CH:10][C:5]=2[N:4]=[C:3]1[CH:11]1[CH2:16][CH2:15][NH2+:14][CH2:13][CH2:12]1. (4) Given the reactants [CH:1]1([NH:7][C:8]2[N:13]=[CH:12][N:11]=[C:10]([C:14]([OH:16])=O)[CH:9]=2)[CH2:6][CH2:5][CH2:4][CH2:3][CH2:2]1.[NH2:17][C:18]1[C:23]([CH3:24])=[CH:22][C:21]([OH:25])=[C:20]([CH3:26])[CH:19]=1, predict the reaction product. The product is: [CH:1]1([NH:7][C:8]2[N:13]=[CH:12][N:11]=[C:10]([C:14]([NH:17][C:18]3[CH:19]=[C:20]([CH3:26])[C:21]([OH:25])=[CH:22][C:23]=3[CH3:24])=[O:16])[CH:9]=2)[CH2:2][CH2:3][CH2:4][CH2:5][CH2:6]1. (5) Given the reactants Br[C:2]1[C:3]2[N:4]([CH:9]=[CH:10][N:11]=2)[N:5]=[C:6]([Cl:8])[CH:7]=1.[CH:12]1[C:21]2[C:16](=[CH:17][CH:18]=[CH:19][CH:20]=2)[C:15](B(O)O)=[CH:14][N:13]=1.[O-]P([O-])([O-])=O.[K+].[K+].[K+], predict the reaction product. The product is: [Cl:8][C:6]1[CH:7]=[C:2]([C:15]2[C:16]3[C:21](=[CH:20][CH:19]=[CH:18][CH:17]=3)[CH:12]=[N:13][CH:14]=2)[C:3]2[N:4]([CH:9]=[CH:10][N:11]=2)[N:5]=1.